Dataset: NCI-60 drug combinations with 297,098 pairs across 59 cell lines. Task: Regression. Given two drug SMILES strings and cell line genomic features, predict the synergy score measuring deviation from expected non-interaction effect. Drug 1: CS(=O)(=O)C1=CC(=C(C=C1)C(=O)NC2=CC(=C(C=C2)Cl)C3=CC=CC=N3)Cl. Drug 2: CN1C2=C(C=C(C=C2)N(CCCl)CCCl)N=C1CCCC(=O)O.Cl. Cell line: IGROV1. Synergy scores: CSS=6.13, Synergy_ZIP=-1.24, Synergy_Bliss=1.37, Synergy_Loewe=1.55, Synergy_HSA=1.39.